From a dataset of Plasma protein binding rate (PPBR) regression data from AstraZeneca. Regression/Classification. Given a drug SMILES string, predict its absorption, distribution, metabolism, or excretion properties. Task type varies by dataset: regression for continuous measurements (e.g., permeability, clearance, half-life) or binary classification for categorical outcomes (e.g., BBB penetration, CYP inhibition). For this dataset (ppbr_az), we predict Y. (1) The molecule is CS(=O)(=O)c1ccc(-c2nnc(/C=C/c3nnc(-c4ccc(C#N)cc4)o3)n2-c2ccccc2Cl)nc1. The Y is 93.7 %. (2) The compound is CC(=O)Nc1nc(CCc2ccc(NC(=N)N)cc2)cs1. The Y is 53.5 %. (3) The molecule is CCCCCCc1nc2c(N)nc3ccccc3c2n1Cc1ccccc1. The Y is 99.6 %. (4) The drug is COc1cc(OC)c(S(=O)(=O)N2c3ccccc3CCC2C)cc1NC(=O)CSCC(=O)O. The Y is 87.4 %. (5) The molecule is CS(=O)(=O)c1ccc2c(C(=O)NC[C@@H](O)CN3CCC(Oc4ccc(C#N)c(Cl)c4)CC3)c[nH]c(=O)c2c1. The Y is 68.1 %. (6) The drug is CCCCc1nc(Cl)c(C(=O)O)n1Cc1ccc(-c2ccccc2-c2nn[nH]n2)cc1. The Y is 99.5 %. (7) The compound is O=C(NCCc1ccccc1)c1cc(-n2ncc(=O)[nH]c2=O)ccc1Cl. The Y is 97.5 %. (8) The molecule is Cc1cc2c(s1)Nc1ccccc1N=C2N1CCN(C)CC1. The Y is 89.3 %. (9) The compound is CC(CO)(CO)Nc1nc(SCc2cccc(F)c2F)nc2nc(N)sc12. The Y is 87.1 %.